From a dataset of Reaction yield outcomes from USPTO patents with 853,638 reactions. Predict the reaction yield, written as a fraction of the theoretical maximum amount of product (1.0 means a 100% yield; for example, 0.34 means a 34% yield). (1) The reactants are [N+:1]([C:4]1[CH:5]=[C:6]([C:12]([F:15])([F:14])[F:13])[C:7]([C:10]#[N:11])=[N:8][CH:9]=1)([O-])=O. The catalyst is C(O)(=O)C.[Fe]. The product is [NH2:1][C:4]1[CH:5]=[C:6]([C:12]([F:15])([F:13])[F:14])[C:7]([C:10]#[N:11])=[N:8][CH:9]=1. The yield is 0.910. (2) The product is [Si:1]([O:8][CH2:9][C@H:10]1[CH2:14][C@@H:13]([N:15]2[CH:23]=[N:22][C:21]3[C:16]2=[N:17][CH:18]=[N:19][C:20]=3[NH:33][C@@H:34]2[C:42]3[C:37](=[CH:38][CH:39]=[CH:40][CH:41]=3)[CH2:36][CH2:35]2)[CH2:12][C@@H:11]1[OH:25])([C:4]([CH3:7])([CH3:6])[CH3:5])([CH3:3])[CH3:2]. The reactants are [Si:1]([O:8][CH2:9][C@H:10]1[CH2:14][C@@H:13]([N:15]2[CH:23]=[N:22][C:21]3[C:16]2=[N:17][CH:18]=[N:19][C:20]=3Cl)[CH2:12][C@@H:11]1[OH:25])([C:4]([CH3:7])([CH3:6])[CH3:5])([CH3:3])[CH3:2].C(N(CC)CC)C.[NH2:33][C@@H:34]1[C:42]2[C:37](=[CH:38][CH:39]=[CH:40][CH:41]=2)[CH2:36][CH2:35]1. The catalyst is C(O)C. The yield is 0.800. (3) The reactants are Br[C:2]1[CH:7]=[CH:6][C:5](/[N:8]=[C:9]2\[C:10](=[O:24])[N:11]([C:18]3[CH:23]=[CH:22][CH:21]=[CH:20][CH:19]=3)[C:12]3[C:17]\2=[CH:16][CH:15]=[CH:14][CH:13]=3)=[CH:4][CH:3]=1.[S:25]1[CH:29]=[CH:28][C:27](B(O)O)=[CH:26]1.C([O-])([O-])=O.[Na+].[Na+]. The catalyst is C1COCC1.C1C=CC([P]([Pd]([P](C2C=CC=CC=2)(C2C=CC=CC=2)C2C=CC=CC=2)([P](C2C=CC=CC=2)(C2C=CC=CC=2)C2C=CC=CC=2)[P](C2C=CC=CC=2)(C2C=CC=CC=2)C2C=CC=CC=2)(C2C=CC=CC=2)C2C=CC=CC=2)=CC=1. The product is [C:18]1([N:11]2[C:12]3[C:17](=[CH:16][CH:15]=[CH:14][CH:13]=3)/[C:9](=[N:8]/[C:5]3[CH:6]=[CH:7][C:2]([C:27]4[CH:28]=[CH:29][S:25][CH:26]=4)=[CH:3][CH:4]=3)/[C:10]2=[O:24])[CH:23]=[CH:22][CH:21]=[CH:20][CH:19]=1. The yield is 0.350. (4) The reactants are [CH3:1][Mg+].[Br-].[CH3:4][C:5]1[C:10]([C:11](=[O:13])[CH3:12])=[CH:9][CH:8]=[CH:7][N:6]=1. The catalyst is CCOCC. The product is [CH3:4][C:5]1[C:10]([C:11]([OH:13])([CH3:1])[CH3:12])=[CH:9][CH:8]=[CH:7][N:6]=1. The yield is 0.620.